From a dataset of Full USPTO retrosynthesis dataset with 1.9M reactions from patents (1976-2016). Predict the reactants needed to synthesize the given product. (1) Given the product [S:1]([C:16]1[CH:17]=[CH:18][C:19]([NH2:27])=[C:20]([CH:26]=1)[C:21]([O:23][CH2:24][CH3:25])=[O:22])[C:2]1[CH:3]=[CH:4][C:5]([NH2:13])=[C:6]([CH:12]=1)[C:7]([O:9][CH2:10][CH3:11])=[O:8], predict the reactants needed to synthesize it. The reactants are: [S:1]([C:16]1[CH:17]=[CH:18][C:19]([N+:27]([O-])=O)=[C:20]([CH:26]=1)[C:21]([O:23][CH2:24][CH3:25])=[O:22])[C:2]1[CH:3]=[CH:4][C:5]([N+:13]([O-])=O)=[C:6]([CH:12]=1)[C:7]([O:9][CH2:10][CH3:11])=[O:8].CCO. (2) The reactants are: [Cl:1][C:2]1[CH:7]=[CH:6][C:5]([C:8](=[O:18])[NH:9][CH2:10][C:11]2[CH:16]=[CH:15][CH:14]=[C:13]([Cl:17])[CH:12]=2)=[CH:4][C:3]=1[NH:19][C:20]([C:22]1[C:35](=[O:36])[NH:34][C:25]2[N:26]=[C:27](S(C)(=O)=O)[N:28]=[CH:29][C:24]=2[CH:23]=1)=[O:21].Cl.[CH3:38][NH:39][CH3:40].C(N(CC)C(C)C)(C)C. Given the product [Cl:1][C:2]1[CH:7]=[CH:6][C:5]([C:8](=[O:18])[NH:9][CH2:10][C:11]2[CH:16]=[CH:15][CH:14]=[C:13]([Cl:17])[CH:12]=2)=[CH:4][C:3]=1[NH:19][C:20]([C:22]1[C:35](=[O:36])[NH:34][C:25]2[N:26]=[C:27]([N:39]([CH3:40])[CH3:38])[N:28]=[CH:29][C:24]=2[CH:23]=1)=[O:21], predict the reactants needed to synthesize it.